This data is from Forward reaction prediction with 1.9M reactions from USPTO patents (1976-2016). The task is: Predict the product of the given reaction. (1) Given the reactants [CH2:1]([N:3]([CH2:15][CH3:16])[C:4]1[N:9]=[C:8]([CH:10]([OH:13])CO)[CH:7]=[C:6]([CH3:14])[CH:5]=1)[CH3:2], predict the reaction product. The product is: [CH2:15]([N:3]([CH2:1][CH3:2])[C:4]1[N:9]=[C:8]([CH:10]=[O:13])[CH:7]=[C:6]([CH3:14])[CH:5]=1)[CH3:16]. (2) Given the reactants [Br:1][C:2]1[CH:3]=[C:4]([NH2:9])[C:5]([NH2:8])=[CH:6][CH:7]=1.[CH:10]([CH:12]=O)=O, predict the reaction product. The product is: [Br:1][C:2]1[CH:3]=[C:4]2[C:5](=[CH:6][CH:7]=1)[N:8]=[CH:12][CH:10]=[N:9]2. (3) Given the reactants Cl[C:2]1[N:3]=[C:4]([NH:28]C2CC2)[C:5]2[C:10]([C:11]3[CH:16]=[CH:15][C:14]([F:17])=[CH:13][CH:12]=3)=[CH:9][N:8](S(C3C=CC(C)=CC=3)(=O)=O)[C:6]=2[N:7]=1.[NH2:32][C:33]1[CH:34]=[C:35]2[C:40](=[CH:41][CH:42]=1)[N:39]([CH3:43])[C:38](=[O:44])[CH2:37][CH2:36]2.C[Si](Cl)(C)C, predict the reaction product. The product is: [NH2:28][C:4]1[C:5]2[C:10]([C:11]3[CH:16]=[CH:15][C:14]([F:17])=[CH:13][CH:12]=3)=[CH:9][NH:8][C:6]=2[N:7]=[C:2]([NH:32][C:33]2[CH:34]=[C:35]3[C:40](=[CH:41][CH:42]=2)[N:39]([CH3:43])[C:38](=[O:44])[CH2:37][CH2:36]3)[N:3]=1. (4) Given the reactants COC[O:4][C:5]1[CH:10]=[C:9]([O:11]COC)[C:8]([CH:15]([CH3:17])[CH3:16])=[CH:7][C:6]=1[C:18]1[N:19]([C:24]2[CH:29]=[CH:28][C:27]([O:30]C)=[CH:26][CH:25]=2)[C:20](=[O:23])[NH:21][N:22]=1.OC1C=C(O)C(C(C)C)=CC=1C1N(C2C=CC(OC)=CC=2)C(=O)NN=1.ClCCCl, predict the reaction product. The product is: [OH:4][C:5]1[CH:10]=[C:9]([OH:11])[C:8]([CH:15]([CH3:17])[CH3:16])=[CH:7][C:6]=1[C:18]1[N:19]([C:24]2[CH:29]=[CH:28][C:27]([OH:30])=[CH:26][CH:25]=2)[C:20](=[O:23])[NH:21][N:22]=1. (5) Given the reactants C([O:3][CH:4](OCC)[C:5]1[CH:10]=[C:9]([NH:11]C(C2C=CC=CC=2)(C2C=CC=CC=2)C2C=CC=CC=2)[C:8]([F:31])=[CH:7][N:6]=1)C.OS(O)(=O)=O.CC#N, predict the reaction product. The product is: [NH2:11][C:9]1[C:8]([F:31])=[CH:7][N:6]=[C:5]([CH:4]=[O:3])[CH:10]=1. (6) Given the reactants [F:1][C:2]1([F:16])[CH2:7][CH2:6][N:5]([C:8]2[N:13]=[CH:12][N:11]=[C:10]([CH2:14][NH2:15])[CH:9]=2)[CH2:4][CH2:3]1.[F:17][C:18]1[CH:23]=[CH:22][C:21]([S:24]([N:27]([CH2:31][C:32](O)=[O:33])[CH:28]([CH3:30])[CH3:29])(=[O:26])=[O:25])=[CH:20][CH:19]=1.CN(C(ON1N=NC2C=CC=NC1=2)=[N+](C)C)C.F[P-](F)(F)(F)(F)F.CCN(C(C)C)C(C)C, predict the reaction product. The product is: [F:16][C:2]1([F:1])[CH2:7][CH2:6][N:5]([C:8]2[N:13]=[CH:12][N:11]=[C:10]([CH2:14][NH:15][C:32](=[O:33])[CH2:31][N:27]([CH:28]([CH3:29])[CH3:30])[S:24]([C:21]3[CH:22]=[CH:23][C:18]([F:17])=[CH:19][CH:20]=3)(=[O:25])=[O:26])[CH:9]=2)[CH2:4][CH2:3]1. (7) Given the reactants [OH:1][C:2]1[CH:7]=[CH:6][C:5]([C:8]2[C:9](=[O:23])[C:10]([CH3:22])([CH3:21])[O:11][C:12]=2[C:13]2[CH:18]=[CH:17][C:16]([O:19][CH3:20])=[CH:15][CH:14]=2)=[CH:4][CH:3]=1.C(=O)([O-])[O-].[Cs+].[Cs+].CN(C=O)C.[Cl:35][C:36]1[N:40]2[CH:41]=[CH:42][CH:43]=[CH:44][C:39]2=[N:38][C:37]=1[CH2:45]Cl, predict the reaction product. The product is: [Cl:35][C:36]1[N:40]2[CH:41]=[CH:42][CH:43]=[CH:44][C:39]2=[N:38][C:37]=1[CH2:45][O:1][C:2]1[CH:3]=[CH:4][C:5]([C:8]2[C:9](=[O:23])[C:10]([CH3:21])([CH3:22])[O:11][C:12]=2[C:13]2[CH:18]=[CH:17][C:16]([O:19][CH3:20])=[CH:15][CH:14]=2)=[CH:6][CH:7]=1.